Dataset: Forward reaction prediction with 1.9M reactions from USPTO patents (1976-2016). Task: Predict the product of the given reaction. The product is: [C:34]([O:33][C:31](=[O:32])[NH:30][CH:27]1[CH2:28][CH2:29][N:24]([CH2:23][CH2:22][N:9]2[C:10]3[C:5](=[CH:4][CH:3]=[C:2]([F:1])[CH:11]=3)[C:6](=[O:14])[N:7]([CH3:13])[C:8]2=[O:12])[CH2:25][CH2:26]1)([CH3:37])([CH3:36])[CH3:35]. Given the reactants [F:1][C:2]1[CH:11]=[C:10]2[C:5]([C:6](=[O:14])[N:7]([CH3:13])[C:8](=[O:12])[NH:9]2)=[CH:4][CH:3]=1.[H-].[Na+].CS(O[CH2:22][CH2:23][N:24]1[CH2:29][CH2:28][CH:27]([NH:30][C:31]([O:33][C:34]([CH3:37])([CH3:36])[CH3:35])=[O:32])[CH2:26][CH2:25]1)(=O)=O.C(OC(=O)NC1CCN(CCN2C3C(=CC=C(OC)C=3)C=CC2=O)CC1)(C)(C)C, predict the reaction product.